This data is from Cav3 T-type calcium channel HTS with 100,875 compounds. The task is: Binary Classification. Given a drug SMILES string, predict its activity (active/inactive) in a high-throughput screening assay against a specified biological target. (1) The drug is s1cc(nc1C)CCNC(=O)c1ccc(cc1)C. The result is 0 (inactive). (2) The molecule is O=C(n1ncc(c1)C)c1c2c(nc(c1)c1ccccc1)cccc2. The result is 0 (inactive). (3) The molecule is s1c(nnc1NC(=O)COCC)Cc1cc(OC)c(OC)cc1. The result is 0 (inactive).